Dataset: Full USPTO retrosynthesis dataset with 1.9M reactions from patents (1976-2016). Task: Predict the reactants needed to synthesize the given product. Given the product [F:1][CH:2]([F:11])[C:3]1[CH:4]=[CH:5][C:6]([C:7]2[O:8][CH:13]=[N:12][C:14]=2[CH3:15])=[CH:9][CH:10]=1, predict the reactants needed to synthesize it. The reactants are: [F:1][CH:2]([F:11])[C:3]1[CH:10]=[CH:9][C:6]([CH:7]=[O:8])=[CH:5][CH:4]=1.[N+:12]([CH:14](S(C1C=CC(C)=CC=1)(=O)=O)[CH3:15])#[C-:13].C([O-])([O-])=O.[K+].[K+].